This data is from NCI-60 drug combinations with 297,098 pairs across 59 cell lines. The task is: Regression. Given two drug SMILES strings and cell line genomic features, predict the synergy score measuring deviation from expected non-interaction effect. Drug 1: C1CCC(CC1)NC(=O)N(CCCl)N=O. Drug 2: CCN(CC)CCNC(=O)C1=C(NC(=C1C)C=C2C3=C(C=CC(=C3)F)NC2=O)C. Cell line: HOP-62. Synergy scores: CSS=11.6, Synergy_ZIP=-2.03, Synergy_Bliss=7.04, Synergy_Loewe=4.04, Synergy_HSA=3.92.